This data is from Reaction yield outcomes from USPTO patents with 853,638 reactions. The task is: Predict the reaction yield, written as a fraction of the theoretical maximum amount of product (1.0 means a 100% yield; for example, 0.34 means a 34% yield). (1) The reactants are [CH2:1]([Mg]Cl)C.[C:5]([CH:7]1[CH2:9][CH2:8]1)#[CH:6].CC.Cl[Si:13](Cl)([CH3:15])[CH3:14].O1[CH2:21][CH2:20][CH2:19][CH2:18]1. No catalyst specified. The product is [CH:7]1([C:5]#[C:6][Si:13]([C:15]#[C:18][CH:19]2[CH2:21][CH2:20]2)([CH3:1])[CH3:14])[CH2:9][CH2:8]1. The yield is 0.950. (2) The reactants are [Br:1][C:2]1[CH:3]=[CH:4][C:5](I)=[C:6]([CH:21]=1)[CH2:7][N:8]([C:12]1[CH:17]=[CH:16][C:15]([Cl:18])=[CH:14][C:13]=1[CH:19]=[CH2:20])[C:9](=[O:11])[CH3:10].CCN(CC)CC.O. The catalyst is CN(C=O)C.Cl[Pd]Cl. The product is [Br:1][C:2]1[CH:3]=[CH:4][C:5]2[CH:20]=[CH:19][C:13]3[CH:14]=[C:15]([Cl:18])[CH:16]=[CH:17][C:12]=3[N:8]([C:9](=[O:11])[CH3:10])[CH2:7][C:6]=2[CH:21]=1. The yield is 0.600. (3) The reactants are Br[C:2]1[C:3]2[C:8]([C:9]([C:16]3[CH:25]=[CH:24][C:23]4[C:18](=[CH:19][CH:20]=[CH:21][CH:22]=4)[CH:17]=3)=[C:10]3[C:15]=1[CH:14]=[CH:13][CH:12]=[CH:11]3)=[CH:7][CH:6]=[CH:5][CH:4]=2.[CH3:26][C:27]1([CH3:61])[C:51]2[C:31]([CH:32]=[C:33]3[CH:50]=[C:49]4[C:36]([C:37]5[C:42]([C:43]6[C:48]4=[CH:47][CH:46]=[CH:45][CH:44]=6)=[CH:41][CH:40]=[CH:39][CH:38]=5)=[CH:35][C:34]3=2)=[CH:30][C:29](B2OC(C)(C)C(C)(C)O2)=[CH:28]1.C([O-])([O-])=O.[Na+].[Na+].CCO. The catalyst is C1C=CC([P]([Pd]([P](C2C=CC=CC=2)(C2C=CC=CC=2)C2C=CC=CC=2)([P](C2C=CC=CC=2)(C2C=CC=CC=2)C2C=CC=CC=2)[P](C2C=CC=CC=2)(C2C=CC=CC=2)C2C=CC=CC=2)(C2C=CC=CC=2)C2C=CC=CC=2)=CC=1.C1(C)C=CC=CC=1. The product is [CH3:61][C:27]1([CH3:26])[C:51]2[C:31]([CH:32]=[C:33]3[CH:50]=[C:49]4[C:36]([C:37]5[C:42]([C:43]6[C:48]4=[CH:47][CH:46]=[CH:45][CH:44]=6)=[CH:41][CH:40]=[CH:39][CH:38]=5)=[CH:35][C:34]3=2)=[CH:30][C:29]([C:2]2[C:3]3[C:8]([C:9]([C:16]4[CH:25]=[CH:24][C:23]5[C:18](=[CH:19][CH:20]=[CH:21][CH:22]=5)[CH:17]=4)=[C:10]4[C:15]=2[CH:14]=[CH:13][CH:12]=[CH:11]4)=[CH:7][CH:6]=[CH:5][CH:4]=3)=[CH:28]1. The yield is 0.530. (4) The reactants are C(O[CH:4](OCC)[CH2:5][NH:6][C:7]([C:9]1[CH:13]=[C:12]([C:14]2[CH:19]=[CH:18][C:17]([Cl:20])=[CH:16][CH:15]=2)[N:11]([C:21]2[CH:26]=[CH:25][C:24]([Cl:27])=[CH:23][C:22]=2[Cl:28])[N:10]=1)=[O:8])C.O.[C:33]1([CH3:43])[CH:38]=[CH:37][C:36](S(O)(=O)=O)=[CH:35][CH:34]=1. The catalyst is C1(C)C=CC=CC=1. The product is [CH2:43]([N:6]1[CH:5]=[CH:4][C:13]2=[C:12]([C:14]3[CH:15]=[CH:16][C:17]([Cl:20])=[CH:18][CH:19]=3)[N:11]([C:21]3[CH:26]=[CH:25][C:24]([Cl:27])=[CH:23][C:22]=3[Cl:28])[N:10]=[C:9]2[C:7]1=[O:8])[C:33]1[CH:38]=[CH:37][CH:36]=[CH:35][CH:34]=1. The yield is 0.160. (5) The catalyst is O.C(Cl)Cl. The product is [N:13]([C@H:12]([C:14]1[N:15]=[C:16]([C:19]2[CH:20]=[CH:21][CH:22]=[CH:23][CH:24]=2)[S:17][CH:18]=1)[CH2:11][C:8]1[CH:7]=[CH:6][C:5]([N+:2]([O-:4])=[O:3])=[CH:10][CH:9]=1)=[C:35]=[S:36]. The yield is 0.730. The reactants are Br.[N+:2]([C:5]1[CH:10]=[CH:9][C:8]([CH2:11][C@@H:12]([C:14]2[N:15]=[C:16]([C:19]3[CH:24]=[CH:23][CH:22]=[CH:21][CH:20]=3)[S:17][CH:18]=2)[NH2:13])=[CH:7][CH:6]=1)([O-:4])=[O:3].C([O-])([O-])=O.[Ca+2].C(Cl)(Cl)(Cl)Cl.[C:35](Cl)(Cl)=[S:36].